Dataset: Reaction yield outcomes from USPTO patents with 853,638 reactions. Task: Predict the reaction yield, written as a fraction of the theoretical maximum amount of product (1.0 means a 100% yield; for example, 0.34 means a 34% yield). The reactants are [Br:1][C:2]1[CH:7]=[CH:6][C:5]([C:8]2[N:9]=[C:10]([N:13]3[CH2:18][CH2:17][CH:16]([C:19]#[N:20])[CH2:15][CH2:14]3)[S:11][CH:12]=2)=[CH:4][CH:3]=1.[N-:21]=[N+:22]=[N-:23].[Na+]. The catalyst is O.O1CCOCC1.[OH-].[Na+].CCOC(C)=O.[Br-].[Zn+2].[Br-]. The product is [NH:21]1[C:19]([CH:16]2[CH2:15][CH2:14][N:13]([C:10]3[S:11][CH:12]=[C:8]([C:5]4[CH:6]=[CH:7][C:2]([Br:1])=[CH:3][CH:4]=4)[N:9]=3)[CH2:18][CH2:17]2)=[N:20][N:23]=[N:22]1. The yield is 0.220.